From a dataset of Reaction yield outcomes from USPTO patents with 853,638 reactions. Predict the reaction yield, written as a fraction of the theoretical maximum amount of product (1.0 means a 100% yield; for example, 0.34 means a 34% yield). The catalyst is CCO. The yield is 0.520. The reactants are [C:1]([CH:4]1[C:9](=O)[CH2:8][CH2:7][N:6](C(OC(C)(C)C)=O)[CH2:5]1)(=[O:3])[CH3:2].[NH2:18]O.Cl.O. The product is [CH3:2][C:1]1[O:3][N:18]=[C:9]2[CH2:8][CH2:7][NH:6][CH2:5][C:4]=12.